Dataset: Reaction yield outcomes from USPTO patents with 853,638 reactions. Task: Predict the reaction yield, written as a fraction of the theoretical maximum amount of product (1.0 means a 100% yield; for example, 0.34 means a 34% yield). (1) The reactants are [Si:1]([O:18][CH2:19][CH:20]([OH:23])[CH2:21][OH:22])([C:14]([CH3:17])([CH3:16])[CH3:15])([C:8]1[CH:13]=[CH:12][CH:11]=[CH:10][CH:9]=1)[C:2]1[CH:7]=[CH:6][CH:5]=[CH:4][CH:3]=1.[S:24](Cl)([C:27]1[CH:33]=[CH:32][C:30]([CH3:31])=[CH:29][CH:28]=1)(=[O:26])=[O:25]. The catalyst is C(Cl)Cl. The product is [CH3:31][C:30]1[CH:32]=[CH:33][C:27]([S:24]([O:22][CH2:21][CH:20]([OH:23])[CH2:19][O:18][Si:1]([C:14]([CH3:17])([CH3:15])[CH3:16])([C:8]2[CH:13]=[CH:12][CH:11]=[CH:10][CH:9]=2)[C:2]2[CH:3]=[CH:4][CH:5]=[CH:6][CH:7]=2)(=[O:26])=[O:25])=[CH:28][CH:29]=1. The yield is 0.780. (2) The reactants are Br[C:2]1[CH:21]=[N:20][C:5]2[NH:6][CH2:7][CH2:8][N:9]([CH2:10][C:11]3[C:16]([F:17])=[CH:15][CH:14]=[C:13]([F:18])[C:12]=3[Cl:19])[C:4]=2[C:3]=1[CH3:22].[O:23]1[CH2:28][CH2:27][N:26]([C:29]2[CH:30]=[C:31](B3OC(C)(C)C(C)(C)O3)[CH:32]=[CH:33][CH:34]=2)[CH2:25][CH2:24]1.C([O-])([O-])=O.[K+].[K+]. The catalyst is CN(C=O)C.O.Cl[Pd](Cl)([P](C1C=CC=CC=1)(C1C=CC=CC=1)C1C=CC=CC=1)[P](C1C=CC=CC=1)(C1C=CC=CC=1)C1C=CC=CC=1. The product is [Cl:19][C:12]1[C:13]([F:18])=[CH:14][CH:15]=[C:16]([F:17])[C:11]=1[CH2:10][N:9]1[CH2:8][CH2:7][NH:6][C:5]2[N:20]=[CH:21][C:2]([C:33]3[CH:32]=[CH:31][CH:30]=[C:29]([N:26]4[CH2:25][CH2:24][O:23][CH2:28][CH2:27]4)[CH:34]=3)=[C:3]([CH3:22])[C:4]1=2. The yield is 0.400. (3) The reactants are [O:1]=[C:2]1[NH:7][N:6]=[CH:5][C:4]([O:8][C:9]2[CH:17]=[CH:16][CH:15]=[CH:14][C:10]=2[C:11]([NH2:13])=O)=[CH:3]1.C(N(CC)CC)C.FC(F)(F)C(OC(=O)C(F)(F)F)=O. The catalyst is C(Cl)Cl. The product is [O:1]=[C:2]1[NH:7][N:6]=[CH:5][C:4]([O:8][C:9]2[CH:17]=[CH:16][CH:15]=[CH:14][C:10]=2[C:11]#[N:13])=[CH:3]1. The yield is 0.870. (4) The reactants are [CH3:1][O:2][C:3](=[O:41])[C:4]1[CH:9]=[C:8]([O:10][C:11]2[CH:16]=[CH:15][C:14]([C:17]3[CH:22]=[CH:21][C:20](/[CH:23]=[CH:24]/[C:25]4[N:26]([CH2:38][CH3:39])[CH:27]=[C:28]([C:30]5[CH:35]=[CH:34][C:33]([F:36])=[CH:32][C:31]=5[F:37])[N:29]=4)=[CH:19][CH:18]=3)=[CH:13][CH:12]=2)[CH:7]=[CH:6][C:5]=1[NH2:40].[CH3:42][S:43](Cl)(=[O:45])=[O:44]. No catalyst specified. The product is [CH3:1][O:2][C:3](=[O:41])[C:4]1[CH:9]=[C:8]([O:10][C:11]2[CH:12]=[CH:13][C:14]([C:17]3[CH:18]=[CH:19][C:20](/[CH:23]=[CH:24]/[C:25]4[N:26]([CH2:38][CH3:39])[CH:27]=[C:28]([C:30]5[CH:35]=[CH:34][C:33]([F:36])=[CH:32][C:31]=5[F:37])[N:29]=4)=[CH:21][CH:22]=3)=[CH:15][CH:16]=2)[CH:7]=[CH:6][C:5]=1[NH:40][S:43]([CH3:42])(=[O:45])=[O:44]. The yield is 0.390. (5) The reactants are [Br:1][C:2]1[CH:12]=[C:11](/[CH:13]=[CH:14]\[CH:15]([C:20]2[CH:25]=[C:24]([Cl:26])[C:23]([Cl:27])=[C:22]([Cl:28])[CH:21]=2)[C:16]([F:19])([F:18])[F:17])[CH:10]=[CH:9][C:3]=1[C:4]([O:6]CC)=[O:5].I[Si](C)(C)C. The catalyst is CC#N. The product is [Br:1][C:2]1[CH:12]=[C:11](/[CH:13]=[CH:14]\[CH:15]([C:20]2[CH:21]=[C:22]([Cl:28])[C:23]([Cl:27])=[C:24]([Cl:26])[CH:25]=2)[C:16]([F:19])([F:18])[F:17])[CH:10]=[CH:9][C:3]=1[C:4]([OH:6])=[O:5]. The yield is 0.420. (6) The reactants are C[O:2][C:3]1[CH:4]=[C:5]([NH:9][C:10]([C:12]2[C:13]([NH:18][C@H:19]([C:21]3[N:26]([C:27]4[CH:32]=[CH:31][CH:30]=[CH:29][CH:28]=4)[C:25](=[O:33])[C:24]4=[C:34]([CH3:37])[CH:35]=[CH:36][N:23]4[N:22]=3)[CH3:20])=[N:14][CH:15]=[N:16][CH:17]=2)=[O:11])[CH:6]=[CH:7][CH:8]=1.B(Br)(Br)Br. The catalyst is ClCCl. The product is [OH:2][C:3]1[CH:4]=[C:5]([NH:9][C:10]([C:12]2[C:13]([NH:18][C@H:19]([C:21]3[N:26]([C:27]4[CH:32]=[CH:31][CH:30]=[CH:29][CH:28]=4)[C:25](=[O:33])[C:24]4=[C:34]([CH3:37])[CH:35]=[CH:36][N:23]4[N:22]=3)[CH3:20])=[N:14][CH:15]=[N:16][CH:17]=2)=[O:11])[CH:6]=[CH:7][CH:8]=1. The yield is 0.140. (7) The reactants are [C:1]([C:3]1[CH:8]=[CH:7][C:6]([CH:9]2[CH2:14][CH2:13][N:12]([C:15]([C:17]3[C:18]([CH3:31])=[CH:19][C:20]([CH:27]4[CH2:30][CH2:29][CH2:28]4)=[C:21]([CH:26]=3)[C:22]([NH:24][NH2:25])=[O:23])=[O:16])[CH2:11][CH2:10]2)=[CH:5][CH:4]=1)#[N:2].CS(O)(=O)=O.C(O[C:40](OCC)(OCC)[CH2:41][CH3:42])C. The catalyst is O1CCOCC1.C(OCC)(=O)C. The product is [CH:27]1([C:20]2[C:21]([C:22]3[O:23][C:40]([CH2:41][CH3:42])=[N:25][N:24]=3)=[CH:26][C:17]([C:15]([N:12]3[CH2:11][CH2:10][CH:9]([C:6]4[CH:5]=[CH:4][C:3]([C:1]#[N:2])=[CH:8][CH:7]=4)[CH2:14][CH2:13]3)=[O:16])=[C:18]([CH3:31])[CH:19]=2)[CH2:30][CH2:29][CH2:28]1. The yield is 0.790. (8) The reactants are [C:1]([NH:20][C@H:21]([C:31]([O:33][C:34]([CH3:37])([CH3:36])[CH3:35])=[O:32])[CH2:22][CH2:23][C:24]([O:26][C:27]([CH3:30])([CH3:29])[CH3:28])=[O:25])([C:14]1[CH:19]=[CH:18][CH:17]=[CH:16][CH:15]=1)([C:8]1[CH:13]=[CH:12][CH:11]=[CH:10][CH:9]=1)[C:2]1[CH:7]=[CH:6][CH:5]=[CH:4][CH:3]=1.C[Si]([N-][Si](C)(C)C)(C)C.[Li+].[CH2:48](Br)[CH:49]=[CH2:50]. The catalyst is C1COCC1. The product is [CH2:50]([CH:23]([C:24]([O:26][C:27]([CH3:30])([CH3:28])[CH3:29])=[O:25])[CH2:22][C@@H:21]([C:31]([O:33][C:34]([CH3:37])([CH3:36])[CH3:35])=[O:32])[NH:20][C:1]([C:8]1[CH:13]=[CH:12][CH:11]=[CH:10][CH:9]=1)([C:14]1[CH:15]=[CH:16][CH:17]=[CH:18][CH:19]=1)[C:2]1[CH:7]=[CH:6][CH:5]=[CH:4][CH:3]=1)[CH:49]=[CH2:48]. The yield is 0.460. (9) The reactants are [CH3:1][NH:2][C@@H:3]1[C:8]2[CH:9]=[CH:10][CH:11]=[CH:12][C:7]=2[C@H:6]([C:13]2[CH:14]=[CH:15][C:16]([Cl:20])=[C:17]([Cl:19])[CH:18]=2)[CH2:5][CH2:4]1.[ClH:21]. The catalyst is C(O)CCCCCC. The product is [CH3:1][NH:2][C@@H:3]1[C:8]2[CH:9]=[CH:10][CH:11]=[CH:12][C:7]=2[C@H:6]([C:13]2[CH:14]=[CH:15][C:16]([Cl:20])=[C:17]([Cl:19])[CH:18]=2)[CH2:5][CH2:4]1.[ClH:21]. The yield is 0.880.